From a dataset of Peptide-MHC class I binding affinity with 185,985 pairs from IEDB/IMGT. Regression. Given a peptide amino acid sequence and an MHC pseudo amino acid sequence, predict their binding affinity value. This is MHC class I binding data. (1) The peptide sequence is FPTSRTTWSI. The MHC is HLA-B07:02 with pseudo-sequence HLA-B07:02. The binding affinity (normalized) is 0.629. (2) The peptide sequence is KDYMSLSEQL. The MHC is HLA-B44:03 with pseudo-sequence HLA-B44:03. The binding affinity (normalized) is 0.0484. (3) The peptide sequence is RTMPNESRV. The MHC is HLA-A68:02 with pseudo-sequence HLA-A68:02. The binding affinity (normalized) is 0.757.